This data is from Full USPTO retrosynthesis dataset with 1.9M reactions from patents (1976-2016). The task is: Predict the reactants needed to synthesize the given product. (1) Given the product [F:1][C:2]1[CH:7]=[C:6]([F:8])[CH:5]=[CH:4][C:3]=1[C:9]1[O:10][C:11]2[CH:21]=[C:20]([N:22]([CH3:27])[S:23]([CH3:26])(=[O:25])=[O:24])[C:19]([C:38]3[CH:39]=[CH:40][C:41]4[N:42]=[CH:43][N:44]5[C:52]6[CH:51]=[CH:50][CH:49]=[C:48]([F:53])[C:47]=6[CH:46]=[C:45]5[C:54]=4[N:55]=3)=[CH:18][C:12]=2[C:13]=1[C:14]([NH:16][CH3:17])=[O:15], predict the reactants needed to synthesize it. The reactants are: [F:1][C:2]1[CH:7]=[C:6]([F:8])[CH:5]=[CH:4][C:3]=1[C:9]1[O:10][C:11]2[CH:21]=[C:20]([N:22]([CH3:27])[S:23]([CH3:26])(=[O:25])=[O:24])[C:19](B3OC(C)(C)C(C)(C)O3)=[CH:18][C:12]=2[C:13]=1[C:14]([NH:16][CH3:17])=[O:15].Cl[C:38]1[CH:39]=[CH:40][C:41]2[N:42]=[CH:43][N:44]3[C:52]4[CH:51]=[CH:50][CH:49]=[C:48]([F:53])[C:47]=4[CH:46]=[C:45]3[C:54]=2[N:55]=1.C([O-])([O-])=O.[Cs+].[Cs+]. (2) Given the product [CH3:20][O:19][C:14]1[CH:15]=[CH:16][CH:17]=[CH:18][C:13]=1[N:10]1[CH2:9][CH2:8][C:7]([C:21]2[CH:26]=[CH:25][CH:24]=[C:23]([O:27][CH3:28])[CH:22]=2)([CH2:6][S:30][CH3:29])[CH2:12][CH2:11]1, predict the reactants needed to synthesize it. The reactants are: CS(O[CH2:6][C:7]1([C:21]2[CH:26]=[CH:25][CH:24]=[C:23]([O:27][CH3:28])[CH:22]=2)[CH2:12][CH2:11][N:10]([C:13]2[CH:18]=[CH:17][CH:16]=[CH:15][C:14]=2[O:19][CH3:20])[CH2:9][CH2:8]1)(=O)=O.[CH3:29][S-:30].[Na+].[Cl-].[NH4+].